From a dataset of Forward reaction prediction with 1.9M reactions from USPTO patents (1976-2016). Predict the product of the given reaction. (1) Given the reactants CS(C)=O.C(Cl)(=O)C(Cl)=O.[Br:11][C:12]1[CH:21]=[C:20]([CH2:22][OH:23])[C:19]([C:24]2[CH:29]=[CH:28][CH:27]=[C:26]([F:30])[CH:25]=2)=[C:18]2[C:13]=1[CH:14]=[CH:15][CH:16]=[N:17]2.C(N(CC)CC)C, predict the reaction product. The product is: [Br:11][C:12]1[CH:21]=[C:20]([CH:22]=[O:23])[C:19]([C:24]2[CH:29]=[CH:28][CH:27]=[C:26]([F:30])[CH:25]=2)=[C:18]2[C:13]=1[CH:14]=[CH:15][CH:16]=[N:17]2. (2) Given the reactants [C:1]([C:3]1[CH:4]=[C:5]([C:13]2[S:17][C:16]([C:18]3[C:19]([CH2:34][CH3:35])=[C:20]([CH2:24][CH2:25][N:26]4[CH2:29][CH:28]([C:30]([O:32]C)=[O:31])[CH2:27]4)[CH:21]=[CH:22][CH:23]=3)=[N:15][N:14]=2)[CH:6]=[CH:7][C:8]=1[CH2:9][CH:10]([CH3:12])[CH3:11])#[N:2].[OH-].[Na+].Cl, predict the reaction product. The product is: [C:1]([C:3]1[CH:4]=[C:5]([C:13]2[S:17][C:16]([C:18]3[C:19]([CH2:34][CH3:35])=[C:20]([CH2:24][CH2:25][N:26]4[CH2:29][CH:28]([C:30]([OH:32])=[O:31])[CH2:27]4)[CH:21]=[CH:22][CH:23]=3)=[N:15][N:14]=2)[CH:6]=[CH:7][C:8]=1[CH2:9][CH:10]([CH3:11])[CH3:12])#[N:2]. (3) The product is: [F:1][C:2]1[C:7]([S:8]([CH3:11])(=[O:10])=[O:9])=[CH:6][CH:5]=[CH:4][C:3]=1[CH:12]1[CH2:17][CH2:16][NH:15][CH2:14][CH2:13]1. Given the reactants [F:1][C:2]1[C:7]([S:8]([CH3:11])(=[O:10])=[O:9])=[CH:6][CH:5]=[CH:4][C:3]=1[CH:12]1[CH2:17][CH2:16][N:15](C(OC)=O)[CH2:14][CH2:13]1, predict the reaction product. (4) Given the reactants [CH2:1]([C:8]([NH:10][C@@H:11]([CH3:14])[CH2:12][OH:13])=[O:9])[C:2]1[CH:7]=[CH:6][CH:5]=[CH:4][CH:3]=1.CC(OI1(OC(C)=O)(OC(C)=O)OC(=O)C2C=CC=CC1=2)=O, predict the reaction product. The product is: [CH2:1]([C:8]([NH:10][C@@H:11]([CH3:14])[CH:12]=[O:13])=[O:9])[C:2]1[CH:7]=[CH:6][CH:5]=[CH:4][CH:3]=1. (5) The product is: [F:42][C:2]([F:1])([F:41])[C:3]1[CH:4]=[C:5]([C@H:13]([N:15]([CH3:40])[C:16]([N:18]2[CH2:31][CH2:30][C@:21]3([NH:25][C@@H:24]([CH2:26][OH:27])[CH2:23][CH2:22]3)[CH2:20][C@@H:19]2[C:32]2[CH:37]=[CH:36][C:35]([F:38])=[CH:34][C:33]=2[CH3:39])=[O:17])[CH3:14])[CH:6]=[C:7]([C:9]([F:12])([F:10])[F:11])[CH:8]=1. Given the reactants [F:1][C:2]([F:42])([F:41])[C:3]1[CH:4]=[C:5]([C@H:13]([N:15]([CH3:40])[C:16]([N:18]2[CH2:31][CH2:30][C@:21]3([NH:25][C@@H:24]([C:26](OC)=[O:27])[CH2:23][CH2:22]3)[CH2:20][C@@H:19]2[C:32]2[CH:37]=[CH:36][C:35]([F:38])=[CH:34][C:33]=2[CH3:39])=[O:17])[CH3:14])[CH:6]=[C:7]([C:9]([F:12])([F:11])[F:10])[CH:8]=1.[BH4-].[Li+], predict the reaction product.